From a dataset of Full USPTO retrosynthesis dataset with 1.9M reactions from patents (1976-2016). Predict the reactants needed to synthesize the given product. Given the product [CH2:23]([N:3]([CH2:1][CH3:2])[CH2:4][CH2:5][NH:6][C:7]([C:9]1[C:10]([CH3:22])=[CH:11][NH:12][C:13]=1[CH3:14])=[O:8])[CH3:24], predict the reactants needed to synthesize it. The reactants are: [CH2:1]([N:3]([CH2:23][CH3:24])[CH2:4][CH2:5][NH:6][C:7]([C:9]1[C:10]([CH3:22])=[C:11](C(OC(C)(C)C)=O)[NH:12][C:13]=1[CH3:14])=[O:8])[CH3:2].OS(O)(=O)=O.CO.[OH-].[Na+].